This data is from Forward reaction prediction with 1.9M reactions from USPTO patents (1976-2016). The task is: Predict the product of the given reaction. Given the reactants C[O:2][C:3]1[CH:8]=[CH:7][C:6]([N+:9]([O-:11])=[O:10])=[CH:5][C:4]=1[O:12][CH2:13][CH2:14][N:15]1[CH2:20][CH2:19][O:18][CH2:17][CH2:16]1.C(S)CCCCCCCCCCC.C[O-].[Na+].O, predict the reaction product. The product is: [N+:9]([C:6]1[CH:7]=[CH:8][C:3]([OH:2])=[C:4]([O:12][CH2:13][CH2:14][N:15]2[CH2:16][CH2:17][O:18][CH2:19][CH2:20]2)[CH:5]=1)([O-:11])=[O:10].